From a dataset of Experimentally validated miRNA-target interactions with 360,000+ pairs, plus equal number of negative samples. Binary Classification. Given a miRNA mature sequence and a target amino acid sequence, predict their likelihood of interaction. (1) The miRNA is hsa-miR-1908-5p with sequence CGGCGGGGACGGCGAUUGGUC. The protein sequence of the target gene is MNQHYGRHGRGRGRDFAACAPPKKKGRNHIPERWKDYLPVGQRMPGTRFIAFKVPLQKKFEAKLMPEECFSPLDLFNKIQEQNEELGLIIDLTYTQRYYKVEDLPETISYIKIFTVGHQIPDNDTIFQFKCAVKEFLKKNKNNDKLIGVHCTHGLNRTGYLICRYLIDVEGMRPDDAIELFNSCRGHCIERQNYIENLQKRHVRKNRNVSAPRTDGLEDSADPTEQVYTNNKPVKKKPRKNRRGGHLAPSQHFQHQTQSSPYSLRKWSQNQSVYQRGLVPPPGPAGEDYSQRRFFWSARP.... Result: 0 (no interaction). (2) The miRNA is rno-miR-17-5p with sequence CAAAGUGCUUACAGUGCAGGUAG. The protein sequence of the target gene is MAAAAKPNNLSLVVHGPGDLRLENYPIPEPGPNEVLLRMHSVGICGSDVHYWEYGRIGNFIVKKPMVLGHEASGTVEKVGSSVKHLKPGDRVAIEPGAPRENDEFCKMGRYNLSPSIFFCATPPDDGNLCRFYKHNAAFCYKLPDNVTFEEGALIEPLSVGIHACRRGGVTLGHKVLVCGAGPIGMVTLLVAKAMGAAQVVVTDLSATRLSKAKEIGADLVLQISKESPQEIARKVEGQLGCKPEVTIECTGAEASIQAGIYATRSGGNLVLVGLGSEMTTVPLLHAAIREVDIKGVFRY.... Result: 0 (no interaction). (3) The miRNA is hsa-miR-4690-5p with sequence GAGCAGGCGAGGCUGGGCUGAA. The protein sequence of the target gene is MVFSRRGGLGARDLLLWLLLLAAWEVGSGQLHYSIPEEAKHGTFVGRVAQDLGLELAELVPRLFRVASKTHRDLLEVNLQNGILFVNSRIDREELCQWSAECSIHLELIADRPLQVFHVEVKVKDINDNPPVFRGREQIIFIPESRLLNSRFPIEGAADADIGANALLTYTLSPSDYFSLDVEASDELSKSLWLELRKYLDREETPELHLLLTATDGGKPELQGTVELLITVLDVNDNAPLFDQAVYRVHLLETTANGTLVTTLNASDADEGVNGEVVFSFDSGISRDIQEKFKVDSSSG.... Result: 0 (no interaction).